This data is from Peptide-MHC class II binding affinity with 134,281 pairs from IEDB. The task is: Regression. Given a peptide amino acid sequence and an MHC pseudo amino acid sequence, predict their binding affinity value. This is MHC class II binding data. (1) The peptide sequence is VHTGDQHQVGNETQG. The MHC is DRB1_0101 with pseudo-sequence DRB1_0101. The binding affinity (normalized) is 0.181. (2) The peptide sequence is YHFDLSGHAFGAMAKKGDEQ. The MHC is DRB1_0701 with pseudo-sequence DRB1_0701. The binding affinity (normalized) is 0.348.